Predict the reactants needed to synthesize the given product. From a dataset of Retrosynthesis with 50K atom-mapped reactions and 10 reaction types from USPTO. (1) Given the product Cc1c(N)cccc1C#N, predict the reactants needed to synthesize it. The reactants are: Cc1c(C#N)cccc1[N+](=O)[O-]. (2) Given the product Nc1c(F)c(F)c(Cl)c(F)c1C(=O)O, predict the reactants needed to synthesize it. The reactants are: O=C(O)c1c(F)c(Cl)c(F)c(F)c1[N+](=O)[O-]. (3) The reactants are: CC(C)(C)OC(=O)N1CCN(C(=O)OCc2ccccc2)C(C(=O)Nc2ccc3ccccc3c2)C1. Given the product CC(C)(C)OC(=O)N1CCNC(C(=O)Nc2ccc3ccccc3c2)C1, predict the reactants needed to synthesize it. (4) Given the product CCOc1ccc2c(c1)[C@]13CCN(C(=O)C4CC4)[C@H](C2)[C@@H]1CCOC3, predict the reactants needed to synthesize it. The reactants are: CCI.O=C(C1CC1)N1CC[C@]23COCC[C@H]2[C@H]1Cc1ccc(O)cc13. (5) Given the product CC(O)C(C)(C)NC(=O)c1ccc(F)cc1F, predict the reactants needed to synthesize it. The reactants are: CC(C)(C=O)NC(=O)c1ccc(F)cc1F.C[Mg+]. (6) Given the product CC(C)NC(=O)c1cccc(-c2cnc3c(n2)c(C(=O)N[C@H](C)C(=O)N2CC(C#N)C2)cn3COCC[Si](C)(C)C)c1, predict the reactants needed to synthesize it. The reactants are: CC(C)N.C[C@@H](NC(=O)c1cn(COCC[Si](C)(C)C)c2ncc(-c3cccc(C(=O)O)c3)nc12)C(=O)N1CC(C#N)C1. (7) Given the product Nc1ncnc2c1c(-c1ccc(Oc3ccccc3F)cc1)nn2[C@@H]1CCCNC1, predict the reactants needed to synthesize it. The reactants are: CC(C)(C)OC(=O)N1CCC[C@@H](n2nc(-c3ccc(Oc4ccccc4F)cc3)c3c(N)ncnc32)C1. (8) Given the product NC1Cc2ccc(C(=O)NCc3ccccc3)cc2C1, predict the reactants needed to synthesize it. The reactants are: CC(C)(C)OC(=O)NC1Cc2ccc(C(=O)NCc3ccccc3)cc2C1.